This data is from Forward reaction prediction with 1.9M reactions from USPTO patents (1976-2016). The task is: Predict the product of the given reaction. (1) Given the reactants [F:1][C:2]1[CH:3]=[C:4](C([O-])=O)[CH:5]=[CH:6][C:7]=1[O:8][CH3:9].[OH-:13].[Na+].Cl, predict the reaction product. The product is: [F:1][C:2]1[CH:3]=[C:4]([OH:13])[CH:5]=[CH:6][C:7]=1[O:8][CH3:9]. (2) The product is: [OH:10][C:11]1[N:16]=[C:15]([OH:17])[C:14]([N+:1]([O-:4])=[O:2])=[C:13]([O:18][CH3:19])[N:12]=1. Given the reactants [N+:1]([O-:4])(O)=[O:2].S(=O)(=O)(O)O.[OH:10][C:11]1[N:16]=[C:15]([OH:17])[CH:14]=[C:13]([O:18][CH3:19])[N:12]=1, predict the reaction product. (3) Given the reactants C[O:2][C:3](=O)[CH2:4][O:5][C:6]1[CH:28]=[CH:27][C:9]([CH:10]=[C:11]2[CH2:16][CH2:15][N:14](C(OCC3C=CC=CC=3)=O)[CH2:13][CH2:12]2)=[CH:8][C:7]=1[N+:29]([O-])=O, predict the reaction product. The product is: [NH:14]1[CH2:15][CH2:16][CH:11]([CH2:10][C:9]2[CH:27]=[CH:28][C:6]3[O:5][CH2:4][C:3](=[O:2])[NH:29][C:7]=3[CH:8]=2)[CH2:12][CH2:13]1. (4) The product is: [N:1]1([C:6]([C:8]2[CH:23]=[CH:22][C:11]([CH2:12][C:13]3[CH:18]=[CH:17][C:16]([NH2:19])=[CH:15][CH:14]=3)=[CH:10][CH:9]=2)=[O:7])[CH2:2][CH2:3][CH2:4][CH2:5]1. Given the reactants [N:1]1([C:6]([C:8]2[CH:23]=[CH:22][C:11]([CH2:12][C:13]3[CH:18]=[CH:17][C:16]([N+:19]([O-])=O)=[CH:15][CH:14]=3)=[CH:10][CH:9]=2)=[O:7])[CH2:5][CH2:4][CH2:3][CH2:2]1, predict the reaction product. (5) Given the reactants [F:1][C:2]([F:11])([F:10])[C:3]1[CH:4]=[C:5]([CH:7]=[CH:8][CH:9]=1)[NH2:6].[C:12]1([S:18](Cl)(=[O:20])=[O:19])[CH:17]=[CH:16][CH:15]=[CH:14][CH:13]=1, predict the reaction product. The product is: [F:1][C:2]([F:10])([F:11])[C:3]1[CH:4]=[C:5]([NH:6][S:18]([C:12]2[CH:17]=[CH:16][CH:15]=[CH:14][CH:13]=2)(=[O:20])=[O:19])[CH:7]=[CH:8][CH:9]=1. (6) Given the reactants C[Si]([N-][Si](C)(C)C)(C)C.[Li+].[C:11]1([CH:17]([CH3:21])[C:18]([OH:20])=[O:19])[CH:16]=[CH:15][CH:14]=[CH:13][CH:12]=1.Br[CH2:23][CH2:24][CH:25]([CH3:27])[CH3:26], predict the reaction product. The product is: [CH3:21][C:17]([C:11]1[CH:16]=[CH:15][CH:14]=[CH:13][CH:12]=1)([CH2:23][CH2:24][CH:25]([CH3:27])[CH3:26])[C:18]([OH:20])=[O:19]. (7) Given the reactants [CH3:1][C:2]([CH3:33])=[CH:3][CH2:4][C@H:5]1[O:7][C@@:6]1([C@@H:9]1[C@:14]2([O:16][CH2:15]2)[CH2:13][CH2:12][C@@H:11]([O:17]C(/C=C/C=C/C=C/C=C/C(O)=O)=O)[C@H:10]1[O:31][CH3:32])[CH3:8].[OH-].[Na+], predict the reaction product. The product is: [CH3:1][C:2]([CH3:33])=[CH:3][CH2:4][C@H:5]1[O:7][C@@:6]1([C@@H:9]1[C@:14]2([O:16][CH2:15]2)[CH2:13][CH2:12][C@@H:11]([OH:17])[C@H:10]1[O:31][CH3:32])[CH3:8]. (8) Given the reactants [OH:1][C:2]1[C:3]([C:13]([NH:15][CH2:16][C:17]([O:19]CC)=[O:18])=[O:14])=[C:4]2[C:9](=[CH:10][CH:11]=1)[N:8]=[C:7]([CH3:12])[CH:6]=[N:5]2.[OH-].[Na+], predict the reaction product. The product is: [OH:1][C:2]1[C:3]([C:13]([NH:15][CH2:16][C:17]([OH:19])=[O:18])=[O:14])=[C:4]2[C:9](=[CH:10][CH:11]=1)[N:8]=[C:7]([CH3:12])[CH:6]=[N:5]2. (9) Given the reactants [F:1][C:2]1[CH:7]=[C:6]([N:8]2[CH:13]=[CH:12][CH:11]=[CH:10][C:9]2=[O:14])[CH:5]=[CH:4][C:3]=1[NH:15][C:16]([CH:18]1[CH2:22][CH:21]([CH2:23][NH:24][C:25]([C:27]2[S:28][C:29]([Cl:32])=[CH:30][CH:31]=2)=[O:26])[C:20](=O)[CH2:19]1)=[O:17].[CH3:34][NH2:35], predict the reaction product. The product is: [F:1][C:2]1[CH:7]=[C:6]([N:8]2[CH:13]=[CH:12][CH:11]=[CH:10][C:9]2=[O:14])[CH:5]=[CH:4][C:3]=1[NH:15][C:16]([CH:18]1[CH2:22][CH:21]([CH2:23][NH:24][C:25]([C:27]2[S:28][C:29]([Cl:32])=[CH:30][CH:31]=2)=[O:26])[CH:20]([NH:35][CH3:34])[CH2:19]1)=[O:17].